From a dataset of Forward reaction prediction with 1.9M reactions from USPTO patents (1976-2016). Predict the product of the given reaction. Given the reactants [Cl:1][C:2]1[C:7]([F:8])=[CH:6][CH:5]=[C:4]([Cl:9])[C:3]=1[C@H:10]([O:12][C:13]1[C:14]2[O:24][CH:23]=[CH:22][C:15]=2[CH:16]=[N:17][C:18]=1[N+:19]([O-])=O)[CH3:11].Cl, predict the reaction product. The product is: [Cl:1][C:2]1[C:7]([F:8])=[CH:6][CH:5]=[C:4]([Cl:9])[C:3]=1[C@H:10]([O:12][C:13]1[C:14]2[O:24][CH:23]=[CH:22][C:15]=2[CH:16]=[N:17][C:18]=1[NH2:19])[CH3:11].